Dataset: NCI-60 drug combinations with 297,098 pairs across 59 cell lines. Task: Regression. Given two drug SMILES strings and cell line genomic features, predict the synergy score measuring deviation from expected non-interaction effect. (1) Drug 1: CC1=CC2C(CCC3(C2CCC3(C(=O)C)OC(=O)C)C)C4(C1=CC(=O)CC4)C. Drug 2: CC1=C(C(=O)C2=C(C1=O)N3CC4C(C3(C2COC(=O)N)OC)N4)N. Cell line: RXF 393. Synergy scores: CSS=-0.286, Synergy_ZIP=3.20, Synergy_Bliss=9.71, Synergy_Loewe=5.37, Synergy_HSA=4.59. (2) Drug 1: CC1=C2C(C(=O)C3(C(CC4C(C3C(C(C2(C)C)(CC1OC(=O)C(C(C5=CC=CC=C5)NC(=O)OC(C)(C)C)O)O)OC(=O)C6=CC=CC=C6)(CO4)OC(=O)C)OC)C)OC. Drug 2: C1=NC2=C(N1)C(=S)N=CN2. Cell line: A549. Synergy scores: CSS=21.1, Synergy_ZIP=-10.4, Synergy_Bliss=-20.8, Synergy_Loewe=-29.3, Synergy_HSA=-17.3. (3) Drug 1: CC1=C(C=C(C=C1)NC2=NC=CC(=N2)N(C)C3=CC4=NN(C(=C4C=C3)C)C)S(=O)(=O)N.Cl. Drug 2: C1=NNC2=C1C(=O)NC=N2. Cell line: U251. Synergy scores: CSS=10.1, Synergy_ZIP=-4.05, Synergy_Bliss=-2.63, Synergy_Loewe=-0.860, Synergy_HSA=-0.00226. (4) Synergy scores: CSS=59.0, Synergy_ZIP=-3.89, Synergy_Bliss=-1.44, Synergy_Loewe=-0.0234, Synergy_HSA=1.42. Drug 2: CC1C(C(CC(O1)OC2CC(CC3=C2C(=C4C(=C3O)C(=O)C5=C(C4=O)C(=CC=C5)OC)O)(C(=O)CO)O)N)O.Cl. Cell line: RXF 393. Drug 1: C1=NC2=C(N1)C(=S)N=C(N2)N.